This data is from Forward reaction prediction with 1.9M reactions from USPTO patents (1976-2016). The task is: Predict the product of the given reaction. (1) The product is: [BrH:20].[BrH:17].[Cl:1][C:2]1[CH:3]=[C:4]([CH2:10][N:11]2[CH2:16][CH2:15][O:14][CH2:13][CH2:12]2)[C:5]2[NH:9][C:19]([NH2:18])=[N:8][C:6]=2[CH:7]=1. Given the reactants [Cl:1][C:2]1[CH:7]=[C:6]([NH2:8])[C:5]([NH2:9])=[C:4]([CH2:10][N:11]2[CH2:16][CH2:15][O:14][CH2:13][CH2:12]2)[CH:3]=1.[BrH:17].[N:18]#[C:19][Br:20], predict the reaction product. (2) Given the reactants [O:1]=[C:2]([CH2:10][CH2:11][CH2:12][CH2:13][C:14]1[CH:23]=[CH:22][C:21]2[CH2:20][CH2:19][CH2:18][NH:17][C:16]=2[N:15]=1)[CH2:3]P(=O)(OC)OC.[F:24][C:25]1[CH:26]=[C:27]2[C:32](=[CH:33][C:34]=1[F:35])[N:31]=[CH:30][C:29]([CH:36]=O)=[CH:28]2.[Li+].[Cl-].C1CCN2C(=NCCC2)CC1, predict the reaction product. The product is: [F:24][C:25]1[CH:26]=[C:27]2[C:32](=[CH:33][C:34]=1[F:35])[N:31]=[CH:30][C:29](/[CH:36]=[CH:3]/[C:2](=[O:1])[CH2:10][CH2:11][CH2:12][CH2:13][C:14]1[CH:23]=[CH:22][C:21]3[CH2:20][CH2:19][CH2:18][NH:17][C:16]=3[N:15]=1)=[CH:28]2. (3) Given the reactants [Br:1][C:2]1[CH:10]=[CH:9][C:5]([C:6](Cl)=[O:7])=[CH:4][CH:3]=1.[NH:11]1[CH2:15][CH2:14][CH2:13][CH2:12]1.C(N(CC)CC)C, predict the reaction product. The product is: [Br:1][C:2]1[CH:10]=[CH:9][C:5]([C:6]([N:11]2[CH2:15][CH2:14][CH2:13][CH2:12]2)=[O:7])=[CH:4][CH:3]=1.